The task is: Regression. Given two drug SMILES strings and cell line genomic features, predict the synergy score measuring deviation from expected non-interaction effect.. This data is from NCI-60 drug combinations with 297,098 pairs across 59 cell lines. (1) Drug 1: CS(=O)(=O)C1=CC(=C(C=C1)C(=O)NC2=CC(=C(C=C2)Cl)C3=CC=CC=N3)Cl. Drug 2: COC1=NC(=NC2=C1N=CN2C3C(C(C(O3)CO)O)O)N. Cell line: SK-MEL-5. Synergy scores: CSS=-1.75, Synergy_ZIP=4.59, Synergy_Bliss=5.32, Synergy_Loewe=-2.13, Synergy_HSA=-0.344. (2) Drug 1: C1CCC(C1)C(CC#N)N2C=C(C=N2)C3=C4C=CNC4=NC=N3. Drug 2: CCCCCOC(=O)NC1=NC(=O)N(C=C1F)C2C(C(C(O2)C)O)O. Cell line: SN12C. Synergy scores: CSS=2.52, Synergy_ZIP=3.11, Synergy_Bliss=-3.09, Synergy_Loewe=-4.27, Synergy_HSA=-1.08.